This data is from Experimentally validated miRNA-target interactions with 360,000+ pairs, plus equal number of negative samples. The task is: Binary Classification. Given a miRNA mature sequence and a target amino acid sequence, predict their likelihood of interaction. (1) The miRNA is hsa-miR-640 with sequence AUGAUCCAGGAACCUGCCUCU. The protein sequence of the target gene is MGPLTFMDVAIEFCLEEWQCLDIAQQNLYRNVMLENYRNLVFLGIAVSKPDLITCLEQEKEPWEPMRRHEMVAKPPVMCSHFTQDFWPEQHIKDPFQKATLRRYKNCEHKNVHLKKDHKSVDECKVHRGGYNGFNQCLPATQSKIFLFDKCVKAFHKFSNSNRHKISHTEKKLFKCKECGKSFCMLPHLAQHKIIHTRVNFCKCEKCGKAFNCPSIITKHKRINTGEKPYTCEECGKVFNWSSRLTTHKKNYTRYKLYKCEECGKAFNKSSILTTHKIIRTGEKFYKCKECAKAFNQSSN.... Result: 1 (interaction). (2) The miRNA is mmu-miR-676-5p with sequence ACUCUACAACCUUAGGACUUGC. The protein sequence of the target gene is MNSYFTNPSLSCHLAGGQDVLPNVALNSTAYDPVRHFSTYGAAVAQNRIYSTPFYSPQENVVFSSSRGPYDYGSNSFYQEKDMLSNCRQNTLGHNTQTSIAQDFSSEQGRTAPQDQKASIQIYPWMQRMNSHSGVGYGADRRRGRQIYSRYQTLELEKEFHFNRYLTRRRRIEIANALCLTERQIKIWFQNRRMKWKKESNLTSTLSGGGGGATADSLGGKEEKREETEEEKQKE. Result: 0 (no interaction).